From a dataset of NCI-60 drug combinations with 297,098 pairs across 59 cell lines. Regression. Given two drug SMILES strings and cell line genomic features, predict the synergy score measuring deviation from expected non-interaction effect. (1) Drug 1: C1=C(C(=O)NC(=O)N1)F. Drug 2: CC1=C2C(C(=O)C3(C(CC4C(C3C(C(C2(C)C)(CC1OC(=O)C(C(C5=CC=CC=C5)NC(=O)C6=CC=CC=C6)O)O)OC(=O)C7=CC=CC=C7)(CO4)OC(=O)C)O)C)OC(=O)C. Cell line: PC-3. Synergy scores: CSS=59.1, Synergy_ZIP=-3.47, Synergy_Bliss=-3.78, Synergy_Loewe=-11.3, Synergy_HSA=1.96. (2) Drug 2: CCC1(C2=C(COC1=O)C(=O)N3CC4=CC5=C(C=CC(=C5CN(C)C)O)N=C4C3=C2)O.Cl. Synergy scores: CSS=21.5, Synergy_ZIP=-7.23, Synergy_Bliss=-3.08, Synergy_Loewe=-8.14, Synergy_HSA=-4.46. Cell line: HCT-15. Drug 1: C1=CN(C(=O)N=C1N)C2C(C(C(O2)CO)O)O.Cl. (3) Drug 1: C1CC(=O)NC(=O)C1N2CC3=C(C2=O)C=CC=C3N. Drug 2: B(C(CC(C)C)NC(=O)C(CC1=CC=CC=C1)NC(=O)C2=NC=CN=C2)(O)O. Cell line: NCIH23. Synergy scores: CSS=6.88, Synergy_ZIP=-4.46, Synergy_Bliss=-6.60, Synergy_Loewe=-9.17, Synergy_HSA=-3.57. (4) Cell line: UACC-257. Drug 1: CC1OCC2C(O1)C(C(C(O2)OC3C4COC(=O)C4C(C5=CC6=C(C=C35)OCO6)C7=CC(=C(C(=C7)OC)O)OC)O)O. Synergy scores: CSS=0.983, Synergy_ZIP=-1.27, Synergy_Bliss=-1.63, Synergy_Loewe=-4.14, Synergy_HSA=-3.93. Drug 2: C1CN(CCN1C(=O)CCBr)C(=O)CCBr. (5) Drug 1: CC1C(C(CC(O1)OC2CC(CC3=C2C(=C4C(=C3O)C(=O)C5=C(C4=O)C(=CC=C5)OC)O)(C(=O)C)O)N)O.Cl. Drug 2: C1C(C(OC1N2C=NC3=C2NC=NCC3O)CO)O. Cell line: MALME-3M. Synergy scores: CSS=18.6, Synergy_ZIP=-3.69, Synergy_Bliss=-1.49, Synergy_Loewe=-21.4, Synergy_HSA=-3.67. (6) Drug 1: CN(C)N=NC1=C(NC=N1)C(=O)N. Drug 2: CCC(=C(C1=CC=CC=C1)C2=CC=C(C=C2)OCCN(C)C)C3=CC=CC=C3.C(C(=O)O)C(CC(=O)O)(C(=O)O)O. Cell line: SK-OV-3. Synergy scores: CSS=5.70, Synergy_ZIP=-2.36, Synergy_Bliss=-2.55, Synergy_Loewe=-1.98, Synergy_HSA=-1.97. (7) Synergy scores: CSS=-2.95, Synergy_ZIP=2.32, Synergy_Bliss=2.08, Synergy_Loewe=-1.35, Synergy_HSA=-1.45. Drug 1: CC(C)(C#N)C1=CC(=CC(=C1)CN2C=NC=N2)C(C)(C)C#N. Cell line: NCI-H322M. Drug 2: C(CCl)NC(=O)N(CCCl)N=O. (8) Drug 1: CC1=C(C=C(C=C1)NC(=O)C2=CC=C(C=C2)CN3CCN(CC3)C)NC4=NC=CC(=N4)C5=CN=CC=C5. Drug 2: CCCCC(=O)OCC(=O)C1(CC(C2=C(C1)C(=C3C(=C2O)C(=O)C4=C(C3=O)C=CC=C4OC)O)OC5CC(C(C(O5)C)O)NC(=O)C(F)(F)F)O. Cell line: SK-MEL-5. Synergy scores: CSS=61.5, Synergy_ZIP=-0.847, Synergy_Bliss=-3.49, Synergy_Loewe=-8.98, Synergy_HSA=-2.56. (9) Drug 1: C1=NC(=NC(=O)N1C2C(C(C(O2)CO)O)O)N. Drug 2: CC1C(C(CC(O1)OC2CC(OC(C2O)C)OC3=CC4=CC5=C(C(=O)C(C(C5)C(C(=O)C(C(C)O)O)OC)OC6CC(C(C(O6)C)O)OC7CC(C(C(O7)C)O)OC8CC(C(C(O8)C)O)(C)O)C(=C4C(=C3C)O)O)O)O. Cell line: EKVX. Synergy scores: CSS=8.86, Synergy_ZIP=3.85, Synergy_Bliss=5.82, Synergy_Loewe=-8.93, Synergy_HSA=3.95.